Predict the reaction yield, written as a fraction of the theoretical maximum amount of product (1.0 means a 100% yield; for example, 0.34 means a 34% yield). From a dataset of Reaction yield outcomes from USPTO patents with 853,638 reactions. (1) The reactants are [NH2:1][C:2]1[N:6]2[CH2:7][CH2:8][CH2:9][N:10]=[C:5]2[C:4]([C:18]2[CH:19]=[C:20]([OH:24])[CH:21]=[CH:22][CH:23]=2)([C:11]2[CH:16]=[CH:15][CH:14]=[C:13]([Br:17])[CH:12]=2)[N:3]=1.[F:25][C:26]([F:45])([F:44])[S:27](N(C1C=CC=CC=1)[S:27]([C:26]([F:45])([F:44])[F:25])(=[O:29])=[O:28])(=[O:29])=[O:28].C(N(CC)CC)C.C(=O)([O-])[O-].[K+].[K+]. The catalyst is ClCCl.C(OCC)(=O)C. The product is [F:25][C:26]([F:45])([F:44])[S:27]([O:24][C:20]1[CH:21]=[CH:22][CH:23]=[C:18]([C:4]2([C:11]3[CH:16]=[CH:15][CH:14]=[C:13]([Br:17])[CH:12]=3)[C:5]3=[N:10][CH2:9][CH2:8][CH2:7][N:6]3[C:2]([NH2:1])=[N:3]2)[CH:19]=1)(=[O:29])=[O:28]. The yield is 1.38. (2) The reactants are [CH3:1][O:2][C:3]1[C:12]2[C:11](=[O:13])[N:10]([CH2:14][C:15]([OH:17])=O)[N:9]=[N:8][C:7]=2[CH:6]=[CH:5][CH:4]=1.[F:18][C:19]([F:30])([F:29])[C:20]1[CH:25]=[CH:24][C:23]([C@@H:26]([NH2:28])[CH3:27])=[CH:22][CH:21]=1. No catalyst specified. The product is [CH3:1][O:2][C:3]1[C:12]2[C:11](=[O:13])[N:10]([CH2:14][C:15]([NH:28][C@H:26]([C:23]3[CH:22]=[CH:21][C:20]([C:19]([F:18])([F:29])[F:30])=[CH:25][CH:24]=3)[CH3:27])=[O:17])[N:9]=[N:8][C:7]=2[CH:6]=[CH:5][CH:4]=1. The yield is 0.500. (3) The reactants are [CH3:1][C:2]1[CH:3]=[CH:4][CH:5]=[CH:6][C:7]=1[NH2:8].CCN(CC)CC.[CH3:16][C:17]([CH3:22])([CH3:21])[C:18](Cl)=[O:19]. The catalyst is C(Cl)Cl. The product is [C:2]1([CH3:1])[CH:3]=[CH:4][CH:5]=[CH:6][C:7]=1[NH:8][C:18](=[O:19])[C:17]([CH3:22])([CH3:21])[CH3:16]. The yield is 0.910. (4) The reactants are Cl.[CH2:2]1[CH:6]2[CH2:7][CH2:8][CH2:9][CH:5]2[CH2:4][NH:3]1.[OH-].[Na+].[C-:12]#[N:13].[Na+]. The catalyst is P([O-])([O-])([O-])=O.[K+].[K+].[K+]. The product is [CH:2]1([C:12]#[N:13])[CH:6]2[CH2:7][CH2:8][CH2:9][CH:5]2[CH2:4][NH:3]1. The yield is 0.820. (5) The reactants are [CH3:1][C:2]([CH3:6])([CH3:5])[CH2:3][OH:4].[N+:7]([C:10]1[CH:17]=[CH:16][CH:15]=[C:14]([N+]([O-])=O)[C:11]=1[C:12]#[N:13])([O-:9])=[O:8]. No catalyst specified. The product is [CH2:3]([O:4][C:14]1[CH:15]=[CH:16][CH:17]=[C:10]([N+:7]([O-:9])=[O:8])[C:11]=1[C:12]#[N:13])[C:2]([CH3:6])([CH3:5])[CH3:1]. The yield is 0.800.